Dataset: Full USPTO retrosynthesis dataset with 1.9M reactions from patents (1976-2016). Task: Predict the reactants needed to synthesize the given product. Given the product [CH3:25][N:26]([CH3:30])[CH2:27][CH2:28][O:14][N:13]=[C:8]1[CH2:7][CH:6]([C:15]2[CH:16]=[CH:17][C:18]([F:21])=[CH:19][CH:20]=2)[CH2:5][C:4]2[N:3]=[C:2]([NH2:1])[N:11]=[C:10]([CH3:12])[C:9]1=2, predict the reactants needed to synthesize it. The reactants are: [NH2:1][C:2]1[N:11]=[C:10]([CH3:12])[C:9]2[C:8](=[N:13][OH:14])[CH2:7][CH:6]([C:15]3[CH:20]=[CH:19][C:18]([F:21])=[CH:17][CH:16]=3)[CH2:5][C:4]=2[N:3]=1.[H-].[Na+].Cl.[CH3:25][N:26]([CH3:30])[CH2:27][CH2:28]Cl.C(N(CC)CC)C.